This data is from Catalyst prediction with 721,799 reactions and 888 catalyst types from USPTO. The task is: Predict which catalyst facilitates the given reaction. (1) The catalyst class is: 6. Product: [CH2:22]([C@H:10]1[CH2:9][NH:8][CH2:12][C@@H:11]1[CH2:13][N:14]([CH2:30][C:31]1[CH:40]=[C:39]2[C:34]([CH:35]=[CH:36][C:37]([C:41]#[N:42])=[CH:38]2)=[CH:33][CH:32]=1)[C:15]1[CH:20]=[CH:19][C:18]([Cl:21])=[CH:17][CH:16]=1)[C:23]1[CH:24]=[CH:25][CH:26]=[CH:27][CH:28]=1. Reactant: C(OC([N:8]1[CH2:12][C@H:11]([CH2:13][NH:14][C:15]2[CH:20]=[CH:19][C:18]([Cl:21])=[CH:17][CH:16]=2)[C@@H:10]([CH2:22][C:23]2[CH:28]=[CH:27][CH:26]=[CH:25][CH:24]=2)[CH2:9]1)=O)(C)(C)C.Br[CH2:30][C:31]1[CH:40]=[C:39]2[C:34]([CH:35]=[CH:36][C:37]([C:41]#[N:42])=[CH:38]2)=[CH:33][CH:32]=1.CC#N.O.CC#N. (2) Reactant: [H-].[H-].[H-].[H-].[Li+].[Al+3].[CH3:7][C@@H:8]([N:15]1[CH2:21][C:20](=[O:22])[C:17]2([CH2:19][CH2:18]2)[C:16]1=O)[C:9]1[CH:14]=[CH:13][CH:12]=[CH:11][CH:10]=1.C(OCC)(=O)C.O. Product: [CH3:7][C@@H:8]([N:15]1[CH2:21][CH:20]([OH:22])[C:17]2([CH2:18][CH2:19]2)[CH2:16]1)[C:9]1[CH:10]=[CH:11][CH:12]=[CH:13][CH:14]=1. The catalyst class is: 1. (3) Reactant: [CH3:1][O:2][C:3]1[CH:4]=[C:5]([NH:9][NH2:10])[CH:6]=[CH:7][CH:8]=1.[CH3:11][CH:12]([CH3:18])[C:13](=O)[CH2:14][C:15]#[N:16].Cl. Product: [CH:12]([C:13]1[CH:14]=[C:15]([NH2:16])[N:9]([C:5]2[CH:6]=[CH:7][CH:8]=[C:3]([O:2][CH3:1])[CH:4]=2)[N:10]=1)([CH3:18])[CH3:11]. The catalyst class is: 8. (4) Reactant: [C:1]([O:5][C:6]([N:8]1[CH2:11][C:10]2([C:15](=[N:16][O:17][CH3:18])[CH2:14][N:13](CC3C=CC=CC=3)[CH2:12]2)[CH2:9]1)=[O:7])([CH3:4])([CH3:3])[CH3:2].[H][H]. Product: [C:1]([O:5][C:6]([N:8]1[CH2:11][C:10]2([C:15](=[N:16][O:17][CH3:18])[CH2:14][NH:13][CH2:12]2)[CH2:9]1)=[O:7])([CH3:4])([CH3:3])[CH3:2]. The catalyst class is: 19. (5) Reactant: CC(C[Al]CC(C)C)C.C([O:12][C:13](=O)[C:14]1[CH:19]=[CH:18][CH:17]=[C:16]([C:20]2[CH:25]=[CH:24][N:23]=[C:22]3[N:26]([S:29]([C:32]4[CH:37]=[CH:36][C:35]([CH3:38])=[CH:34][CH:33]=4)(=[O:31])=[O:30])[CH:27]=[CH:28][C:21]=23)[CH:15]=1)C. Product: [C:35]1([CH3:38])[CH:34]=[CH:33][C:32]([S:29]([N:26]2[C:22]3=[N:23][CH:24]=[CH:25][C:20]([C:16]4[CH:15]=[C:14]([CH2:13][OH:12])[CH:19]=[CH:18][CH:17]=4)=[C:21]3[CH:28]=[CH:27]2)(=[O:31])=[O:30])=[CH:37][CH:36]=1. The catalyst class is: 1. (6) Product: [Cl:1][C:2]1[CH:3]=[C:4]([C@@H:8]2[C@@H:13]([C:14]3[CH:19]=[CH:18][C:17]([Cl:20])=[CH:16][CH:15]=3)[N:12]([C@@H:21]([CH2:27][CH3:28])[CH2:22][OH:23])[C:11](=[O:29])[C@@H:10]([CH2:30][C:31]([OH:33])=[O:32])[CH2:9]2)[CH:5]=[CH:6][CH:7]=1. Reactant: [Cl:1][C:2]1[CH:3]=[C:4]([C@@H:8]2[C@@H:13]([C:14]3[CH:19]=[CH:18][C:17]([Cl:20])=[CH:16][CH:15]=3)[N:12]([C@@H:21]([CH2:27][CH3:28])[C:22](OCC)=[O:23])[C:11](=[O:29])[C@@H:10]([CH2:30][C:31]([OH:33])=[O:32])[CH2:9]2)[CH:5]=[CH:6][CH:7]=1.[BH4-].[Li+].CO. The catalyst class is: 28. (7) Reactant: Cl.CN.[CH2:4]([N:6](CC)C(C)C)C.[C:12]1([C:22](Cl)=[O:23])[C:21]2[C:16](=[CH:17][CH:18]=[CH:19][CH:20]=2)[CH:15]=[CH:14][CH:13]=1. Product: [CH3:4][NH:6][C:22]([C:12]1[C:21]2[C:16](=[CH:17][CH:18]=[CH:19][CH:20]=2)[CH:15]=[CH:14][CH:13]=1)=[O:23]. The catalyst class is: 54. (8) Reactant: [CH3:1][C:2]1([CH3:7])[N:6]=[CH:5][CH2:4][CH2:3]1.[CH2:8]([Mg]Br)[CH:9]=[CH2:10].C(OCC)C. Product: [CH2:10]([CH:5]1[NH:6][C:2]([CH3:7])([CH3:1])[CH2:3][CH2:4]1)[CH:9]=[CH2:8]. The catalyst class is: 1.